Dataset: Merck oncology drug combination screen with 23,052 pairs across 39 cell lines. Task: Regression. Given two drug SMILES strings and cell line genomic features, predict the synergy score measuring deviation from expected non-interaction effect. (1) Drug 1: O=P1(N(CCCl)CCCl)NCCCO1. Drug 2: Cc1nc(Nc2ncc(C(=O)Nc3c(C)cccc3Cl)s2)cc(N2CCN(CCO)CC2)n1. Cell line: MSTO. Synergy scores: synergy=-17.0. (2) Drug 1: CN1C(=O)C=CC2(C)C3CCC4(C)C(NC(=O)OCC(F)(F)F)CCC4C3CCC12. Drug 2: O=P1(N(CCCl)CCCl)NCCCO1. Cell line: SW837. Synergy scores: synergy=-10.2.